Dataset: Full USPTO retrosynthesis dataset with 1.9M reactions from patents (1976-2016). Task: Predict the reactants needed to synthesize the given product. (1) The reactants are: [C:1]([C:3]1[CH:26]=[CH:25][C:6]([CH2:7][NH:8][C:9](=[O:24])[CH:10]([C:14]2[C:19]([F:20])=[CH:18][C:17]([O:21][CH3:22])=[CH:16][C:15]=2[F:23])[O:11][CH2:12][CH3:13])=[C:5]([OH:27])[CH:4]=1)#[N:2].[Cl:28]CC1N=CO[N:31]=1.C(=O)([O-])[O-].[Cs+].[Cs+].C(C1C=C[C:46]([CH2:47][NH:48][C:49](=[O:64])[CH:50](C2C(F)=CC(OC)=CC=2F)OCC)=C(OCC2N=CON=2)C=1)#N.C(C1C=C[C:79]([CH2:80][NH:81][C:82](=O)[CH:83](C2C(F)=CC(OC)=CC=2F)OCC)=C(OCC#N)C=1)#N. Given the product [ClH:28].[C:1]([C:3]1[CH:26]=[CH:25][C:6]([CH2:7][NH:8][C:9](=[O:24])[CH:10]([C:14]2[C:15]([F:23])=[CH:16][C:17]([O:21][CH3:22])=[CH:18][C:19]=2[F:20])[O:11][CH2:12][CH3:13])=[C:5]([O:27][CH2:50][C:49](=[O:64])[NH:48][CH2:47][CH2:46][N:81]([CH2:82][CH3:83])[CH2:80][CH3:79])[CH:4]=1)(=[NH:31])[NH2:2], predict the reactants needed to synthesize it. (2) Given the product [F:24][C:4]1[CH:3]=[C:2]([B:25]2[O:29][C:28]([CH3:31])([CH3:30])[C:27]([CH3:33])([CH3:32])[O:26]2)[C:7]([F:8])=[CH:6][C:5]=1[C:9]1[N:13]([C@H:14]2[CH2:18][CH2:17][O:16][CH2:15]2)[N:12]=[CH:11][C:10]=1[C:19]([O:21][CH2:22][CH3:23])=[O:20], predict the reactants needed to synthesize it. The reactants are: Br[C:2]1[C:7]([F:8])=[CH:6][C:5]([C:9]2[N:13]([C@H:14]3[CH2:18][CH2:17][O:16][CH2:15]3)[N:12]=[CH:11][C:10]=2[C:19]([O:21][CH2:22][CH3:23])=[O:20])=[C:4]([F:24])[CH:3]=1.[B:25]1([B:25]2[O:29][C:28]([CH3:31])([CH3:30])[C:27]([CH3:33])([CH3:32])[O:26]2)[O:29][C:28]([CH3:31])([CH3:30])[C:27]([CH3:33])([CH3:32])[O:26]1.C([O-])(=O)C.[K+].